From a dataset of Reaction yield outcomes from USPTO patents with 853,638 reactions. Predict the reaction yield, written as a fraction of the theoretical maximum amount of product (1.0 means a 100% yield; for example, 0.34 means a 34% yield). (1) The product is [CH2:1]([O:3][C:4](=[O:36])[CH2:5][CH2:6][CH2:7][CH2:8][CH2:9][O:10][CH2:11][CH2:12][O:13][CH2:14][CH2:15][O:16][CH2:17][CH2:18][O:19][CH2:20][CH2:21][O:22][CH2:23][CH2:24][O:25][CH2:26][CH2:27][OH:28])[CH3:2]. The reactants are [CH2:1]([O:3][C:4](=[O:36])[CH2:5][CH2:6][CH2:7][CH2:8][CH2:9][O:10][CH2:11][CH2:12][O:13][CH2:14][CH2:15][O:16][CH2:17][CH2:18][O:19][CH2:20][CH2:21][O:22][CH2:23][CH2:24][O:25][CH2:26][CH2:27][O:28]CC1C=CC=CC=1)[CH3:2]. The yield is 0.790. The catalyst is C(O)C.[Pd]. (2) The reactants are [CH:1]([C@@H:3]1[CH2:12][C:11]2[C:6](=[CH:7][CH:8]=[CH:9][CH:10]=2)[CH2:5][N:4]1[C:13](=[O:33])[C@@H:14]([NH:19][C:20](=[O:32])[C@@H:21]([N:23]([CH3:31])[C:24](=[O:30])[O:25][C:26]([CH3:29])([CH3:28])[CH3:27])[CH3:22])[C:15]([CH3:18])([CH3:17])[CH3:16])=O.[C:34]1([CH2:40][CH2:41][NH2:42])[CH:39]=[CH:38][CH:37]=[CH:36][CH:35]=1.[BH-](OC(C)=O)(OC(C)=O)OC(C)=O.[Na+]. The catalyst is ClCCCl.C([O-])(O)=O.[Na+].C(OCC)(=O)C. The product is [CH3:18][C:15]([CH3:17])([CH3:16])[C@H:14]([NH:19][C:20](=[O:32])[C@@H:21]([N:23]([CH3:31])[C:24](=[O:30])[O:25][C:26]([CH3:28])([CH3:29])[CH3:27])[CH3:22])[C:13](=[O:33])[N:4]1[C@H:3]([CH2:1][NH:42][CH2:41][CH2:40][C:34]2[CH:39]=[CH:38][CH:37]=[CH:36][CH:35]=2)[CH2:12][C:11]2[C:6](=[CH:7][CH:8]=[CH:9][CH:10]=2)[CH2:5]1. The yield is 0.190. (3) The reactants are C(OC([N:6]1[C:32]2[C:27](=[CH:28][CH:29]=[C:30]([Cl:33])[CH:31]=2)[C:8]2([CH:13]([CH:14]3[CH2:18][CH2:17][CH2:16][CH2:15]3)[CH2:12][C:11](=[O:19])[NH:10][CH:9]2[C:20]2[CH:25]=[CH:24][CH:23]=[C:22]([Cl:26])[CH:21]=2)[C:7]1=[O:34])=O)C.[OH-].[Na+]. The catalyst is CO. The product is [Cl:33][C:30]1[CH:31]=[C:32]2[NH:6][C:7](=[O:34])[C:8]3([CH:13]([CH:14]4[CH2:18][CH2:17][CH2:16][CH2:15]4)[CH2:12][C:11](=[O:19])[NH:10][CH:9]3[C:20]3[CH:25]=[CH:24][CH:23]=[C:22]([Cl:26])[CH:21]=3)[C:27]2=[CH:28][CH:29]=1. The yield is 0.590. (4) The reactants are [Br:1][C:2]1[C:3]([NH2:9])=[N:4][CH:5]=[C:6]([Cl:8])[CH:7]=1.CO[CH:12](OC)[N:13]([CH3:15])[CH3:14]. The catalyst is O. The product is [Br:1][C:2]1[C:3](/[N:9]=[CH:12]/[N:13]([CH3:15])[CH3:14])=[N:4][CH:5]=[C:6]([Cl:8])[CH:7]=1. The yield is 0.770. (5) The reactants are [CH3:1][CH:2]([CH3:21])[C:3]([C:6]1[C:7]([C:15]2[CH:20]=[CH:19][CH:18]=[CH:17][CH:16]=2)=[N:8][N:9]2[CH:14]=[CH:13][CH:12]=[CH:11][C:10]=12)=[N:4][OH:5].C[Si]([N:26]=[C:27]=[O:28])(C)C.N1C=CC=CC=1. The catalyst is C1COCC1. The product is [C:27]([O:5][N:4]=[C:3]([C:6]1[C:7]([C:15]2[CH:20]=[CH:19][CH:18]=[CH:17][CH:16]=2)=[N:8][N:9]2[CH:14]=[CH:13][CH:12]=[CH:11][C:10]=12)[CH:2]([CH3:21])[CH3:1])(=[O:28])[NH2:26]. The yield is 0.663. (6) The catalyst is C(OCC)(=O)C.O. The yield is 0.550. The product is [F:42][C:38]1[CH:37]=[C:36]([N+:43]([O-:45])=[O:44])[C:35]([F:34])=[CH:40][C:39]=1[O:6][CH2:5][C:4]1[CH:7]=[CH:8][CH:9]=[C:2]([F:1])[CH:3]=1. The reactants are [F:1][C:2]1[CH:3]=[C:4]([CH:7]=[CH:8][CH:9]=1)[CH2:5][OH:6].COCCOCCN(CCOCCOC)CCOCCOC.[OH-].[K+].[F:34][C:35]1[CH:40]=[C:39](F)[C:38]([F:42])=[CH:37][C:36]=1[N+:43]([O-:45])=[O:44]. (7) The reactants are [Br:1][C:2]1[CH:7]=[C:6]([CH3:8])[C:5]([NH:9][NH2:10])=[C:4]([CH3:11])[CH:3]=1.[ClH:12].CO. The catalyst is C(OCC)(=O)C. The product is [ClH:12].[Br:1][C:2]1[CH:3]=[C:4]([CH3:11])[C:5]([NH:9][NH2:10])=[C:6]([CH3:8])[CH:7]=1. The yield is 0.640. (8) The reactants are C([O:3][C:4]([C:6]1[CH:11]=[CH:10][C:9]([C:12]2[CH:17]=[CH:16][CH:15]=[CH:14][CH:13]=2)=[CH:8][C:7]=1[O:18][C@H:19]1[CH2:28][CH2:27][C@@H:26]2[C@H:21]([CH2:22][C@@H:23]([C:36]([O:38]CC)=[O:37])[N:24]([C:29]([O:31][C:32]([CH3:35])([CH3:34])[CH3:33])=[O:30])[CH2:25]2)[CH2:20]1)=[O:5])C.[OH-].[Li+].C(OCC)(=O)C.CCCCCC. The catalyst is C(O)C. The product is [C:4]([C:6]1[CH:11]=[CH:10][C:9]([C:12]2[CH:13]=[CH:14][CH:15]=[CH:16][CH:17]=2)=[CH:8][C:7]=1[O:18][C@H:19]1[CH2:28][CH2:27][C@@H:26]2[C@H:21]([CH2:22][C@@H:23]([C:36]([OH:38])=[O:37])[N:24]([C:29]([O:31][C:32]([CH3:33])([CH3:34])[CH3:35])=[O:30])[CH2:25]2)[CH2:20]1)([OH:5])=[O:3]. The yield is 0.950. (9) The reactants are Cl[C:2]1[CH:3]=[C:4]([C:14]([NH:16][CH2:17][C:18]2[C:19](=[O:26])[NH:20][C:21]([CH3:25])=[CH:22][C:23]=2[CH3:24])=[O:15])[C:5]2[CH:10]=[N:9][N:8]([CH:11]([CH3:13])[CH3:12])[C:6]=2[N:7]=1.C(O)C.[N:30]1(C(OC(C)(C)C)=O)[CH2:35][CH2:34][NH:33][CH2:32][CH2:31]1.N. The product is [CH3:24][C:23]1[CH:22]=[C:21]([CH3:25])[NH:20][C:19](=[O:26])[C:18]=1[CH2:17][NH:16][C:14]([C:4]1[C:5]2[CH:10]=[N:9][N:8]([CH:11]([CH3:13])[CH3:12])[C:6]=2[N:7]=[C:2]([N:30]2[CH2:35][CH2:34][NH:33][CH2:32][CH2:31]2)[CH:3]=1)=[O:15]. The catalyst is C(Cl)Cl.C(Cl)(Cl)Cl.O. The yield is 0.550. (10) The reactants are [NH2:1][CH:2]([CH2:12][C:13]1[CH:18]=[CH:17][CH:16]=[C:15]([O:19][C:20]2[CH:25]=[CH:24][CH:23]=[CH:22][CH:21]=2)[CH:14]=1)[CH:3]([C:5]1[CH:10]=[CH:9][C:8]([F:11])=[CH:7][CH:6]=1)[OH:4].[F:26][C:27]1[C:36]2[C:31](=[CH:32][CH:33]=[CH:34][CH:35]=2)[C:30]([C:37](O)=[O:38])=[CH:29][CH:28]=1.Cl.C(N=C=NCCCN(C)C)C.ON1C2C=CC=CC=2N=N1. The catalyst is C(#N)C.O. The product is [F:26][C:27]1[C:36]2[C:31](=[CH:32][CH:33]=[CH:34][CH:35]=2)[C:30]([C:37]([NH:1][CH:2]([CH2:12][C:13]2[CH:18]=[CH:17][CH:16]=[C:15]([O:19][C:20]3[CH:25]=[CH:24][CH:23]=[CH:22][CH:21]=3)[CH:14]=2)[CH:3]([C:5]2[CH:6]=[CH:7][C:8]([F:11])=[CH:9][CH:10]=2)[OH:4])=[O:38])=[CH:29][CH:28]=1. The yield is 0.330.